From a dataset of Reaction yield outcomes from USPTO patents with 853,638 reactions. Predict the reaction yield, written as a fraction of the theoretical maximum amount of product (1.0 means a 100% yield; for example, 0.34 means a 34% yield). (1) The reactants are [OH:1][C:2]1[C:3]([CH3:11])=[C:4]([CH:8]=[CH:9][CH:10]=1)[C:5](O)=[O:6].[CH3:12][NH:13][CH3:14]. No catalyst specified. The product is [OH:1][C:2]1[C:3]([CH3:11])=[C:4]([CH:8]=[CH:9][CH:10]=1)[C:5]([N:13]([CH3:14])[CH3:12])=[O:6]. The yield is 0.420. (2) The reactants are [Cl:1][C:2]1[C:3]([F:11])=[C:4]([CH:6]=[C:7]([Cl:10])[C:8]=1[F:9])N.[ClH:12].N([O-])=O.[Na+]. The catalyst is Cl[Cu].O. The product is [F:11][C:3]1[C:2]([Cl:1])=[C:8]([F:9])[C:7]([Cl:10])=[CH:6][C:4]=1[Cl:12]. The yield is 0.811. (3) The reactants are C(OC([N:8]1[CH2:13][CH2:12][CH2:11][C@@H:10]([C:14]([NH:16][NH:17][C:18]([C@H:20]2[CH2:26][CH2:25][C@@H:24]3[CH2:27][N:21]2[C:22](=[O:33])[N:23]3[O:28][S:29]([OH:32])(=[O:31])=[O:30])=[O:19])=[O:15])[CH2:9]1)=O)(C)(C)C.FC(F)(F)C(O)=O. The catalyst is ClCCl. The product is [NH:8]1[CH2:13][CH2:12][CH2:11][C@@H:10]([C:14]([NH:16][NH:17][C:18]([C@H:20]2[CH2:26][CH2:25][C@@H:24]3[CH2:27][N:21]2[C:22](=[O:33])[N:23]3[O:28][S:29](=[O:30])(=[O:31])[OH:32])=[O:19])=[O:15])[CH2:9]1. The yield is 0.790. (4) The product is [CH3:18][N:19]1[C:12]([C:10]2[CH:9]=[CH:8][C:5]3[O:6][CH2:7][C:2](=[O:1])[NH:3][C:4]=3[CH:11]=2)=[CH:13][C:14]([CH3:15])=[N:20]1. The yield is 0.420. No catalyst specified. The reactants are [O:1]=[C:2]1[CH2:7][O:6][C:5]2[CH:8]=[CH:9][C:10]([C:12](=O)[CH2:13][C:14](=O)[CH3:15])=[CH:11][C:4]=2[NH:3]1.[CH3:18][NH:19][NH2:20]. (5) The reactants are [NH:1]1[C:9]2[C:4](=[CH:5][CH:6]=[C:7]([C:10]([O:12][CH3:13])=[O:11])[CH:8]=2)[CH:3]=[CH:2]1.[C:14](O[C:14]([O:16][C:17]([CH3:20])([CH3:19])[CH3:18])=[O:15])([O:16][C:17]([CH3:20])([CH3:19])[CH3:18])=[O:15]. The catalyst is O1CCCC1.CN(C)C1C=CN=CC=1. The product is [N:1]1([C:14]([O:16][C:17]([CH3:20])([CH3:19])[CH3:18])=[O:15])[C:9]2[C:4](=[CH:5][CH:6]=[C:7]([C:10]([O:12][CH3:13])=[O:11])[CH:8]=2)[CH:3]=[CH:2]1. The yield is 0.990. (6) The reactants are [CH2:1]([C@@H:3]([C:8]1[CH:13]=[CH:12][CH:11]=[C:10]([O:14][CH2:15][C:16]2[CH:21]=[CH:20][CH:19]=[CH:18][CH:17]=2)[CH:9]=1)[C@@H:4]([CH3:7])[CH2:5]O)[CH3:2].S(Cl)([Cl:24])=O. The catalyst is ClCCl.CN(C)C=O. The product is [Cl:24][CH2:5][C@H:4]([CH3:7])[C@H:3]([C:8]1[CH:13]=[CH:12][CH:11]=[C:10]([O:14][CH2:15][C:16]2[CH:21]=[CH:20][CH:19]=[CH:18][CH:17]=2)[CH:9]=1)[CH2:1][CH3:2]. The yield is 0.900.